Predict the reaction yield, written as a fraction of the theoretical maximum amount of product (1.0 means a 100% yield; for example, 0.34 means a 34% yield). From a dataset of Reaction yield outcomes from USPTO patents with 853,638 reactions. (1) The reactants are [NH:1]1[C:5](=[O:6])[CH2:4][C@H:3]2[CH2:7][CH2:8][CH2:9][C@@H:2]12.F[C:11]1[CH:16]=[CH:15][C:14]([I:17])=[CH:13][N:12]=1.C([O-])([O-])=O.[Cs+].[Cs+]. The catalyst is C1(C)C=CC=CC=1.C(OCC)(=O)C. The product is [I:17][C:14]1[CH:15]=[CH:16][C:11]([N:1]2[C:5](=[O:6])[CH2:4][C@H:3]3[CH2:7][CH2:8][CH2:9][C@@H:2]23)=[N:12][CH:13]=1. The yield is 0.550. (2) The reactants are [OH:1][C@@H:2]1[C:10]2[C:5](=[CH:6][CH:7]=[CH:8][CH:9]=2)[CH2:4][C@@:3]1([CH2:20][C:21]1[CH:30]=[CH:29][C:24]([C:25]([O:27][CH3:28])=[O:26])=[CH:23][CH:22]=1)[C:11]1[CH2:12][C:13]2[C:18]([CH:19]=1)=[CH:17][CH:16]=[CH:15][CH:14]=2.C1CCC(N=C=NC2CCCCC2)CC1.C([NH:63][C@H:64]([C:69](O)=[O:70])[CH2:65][CH:66]([CH3:68])[CH3:67])(OCC1C2C(=CC=CC=2)C2C1=CC=CC=2)=O. The product is [NH2:63][C@@H:64]([CH2:65][CH:66]([CH3:68])[CH3:67])[C:69]([O:1][C@@H:2]1[C:10]2[C:5](=[CH:6][CH:7]=[CH:8][CH:9]=2)[CH2:4][C@@:3]1([CH2:20][C:21]1[CH:30]=[CH:29][C:24]([C:25]([O:27][CH3:28])=[O:26])=[CH:23][CH:22]=1)[C:11]1[CH2:12][C:13]2[C:18]([CH:19]=1)=[CH:17][CH:16]=[CH:15][CH:14]=2)=[O:70]. The catalyst is CN(C1C=CN=CC=1)C.C(OCC)(=O)C. The yield is 0.600. (3) The reactants are [C:1]([O:5][C:6]([N:8]1[CH2:13][CH2:12][N:11]([C:14]2[CH:19]=[CH:18][CH:17]=[C:16]([OH:20])[C:15]=2[N+:21]([O-])=O)[CH2:10][CH2:9]1)=[O:7])([CH3:4])([CH3:3])[CH3:2].N#N.[C:26]([C:30]1[CH:37]=[CH:36][C:33]([CH:34]=O)=[CH:32][CH:31]=1)([CH3:29])([CH3:28])[CH3:27]. The catalyst is [Pd].CC(O)C. The product is [C:1]([O:5][C:6]([N:8]1[CH2:13][CH2:12][N:11]([C:14]2[C:15]3[N:21]=[C:34]([C:33]4[CH:36]=[CH:37][C:30]([C:26]([CH3:29])([CH3:28])[CH3:27])=[CH:31][CH:32]=4)[O:20][C:16]=3[CH:17]=[CH:18][CH:19]=2)[CH2:10][CH2:9]1)=[O:7])([CH3:4])([CH3:3])[CH3:2]. The yield is 0.810.